From a dataset of Catalyst prediction with 721,799 reactions and 888 catalyst types from USPTO. Predict which catalyst facilitates the given reaction. (1) Reactant: [CH3:1][C:2]1[CH:7]=[CH:6][C:5]([S:8]([O:11][C:12]2[CH:13]=[C:14]3[C:19](=[CH:20][CH:21]=2)[CH:18]=[C:17]([S:22]([O-:25])(=[O:24])=[O:23])[CH:16]=[CH:15]3)(=[O:10])=[O:9])=[CH:4][CH:3]=1.[Na+].[Cl-].[C:28]1([S+:34]([C:41]2[CH:46]=[CH:45][CH:44]=[CH:43][CH:42]=2)[C:35]2[CH:40]=[CH:39][CH:38]=[CH:37][CH:36]=2)[CH:33]=[CH:32][CH:31]=[CH:30][CH:29]=1. Product: [CH3:1][C:2]1[CH:7]=[CH:6][C:5]([S:8]([O:11][C:12]2[CH:13]=[C:14]3[C:19](=[CH:20][CH:21]=2)[CH:18]=[C:17]([S:22]([O-:25])(=[O:24])=[O:23])[CH:16]=[CH:15]3)(=[O:9])=[O:10])=[CH:4][CH:3]=1.[C:41]1([S+:34]([C:28]2[CH:29]=[CH:30][CH:31]=[CH:32][CH:33]=2)[C:35]2[CH:40]=[CH:39][CH:38]=[CH:37][CH:36]=2)[CH:42]=[CH:43][CH:44]=[CH:45][CH:46]=1. The catalyst class is: 4. (2) Reactant: Cl[C:2]1[C:11]2[C:6](=[CH:7][C:8]([O:14][CH3:15])=[C:9]([O:12][CH3:13])[CH:10]=2)[N:5]=[CH:4][CH:3]=1.[C:16]([O:25][CH2:26][CH2:27][CH2:28][CH3:29])(=[O:24])[C:17]1[C:18](=[CH:20][CH:21]=[CH:22][CH:23]=1)[OH:19]. Product: [CH3:13][O:12][C:9]1[CH:10]=[C:11]2[C:6](=[CH:7][C:8]=1[O:14][CH3:15])[N:5]=[CH:4][CH:3]=[C:2]2[O:19][C:18]1[CH:20]=[CH:21][CH:22]=[CH:23][C:17]=1[C:16]([O:25][CH2:26][CH2:27][CH2:28][CH3:29])=[O:24]. The catalyst class is: 420. (3) Reactant: [Br:1][C:2]1[C:10]2[N:9]=[N:8][N:7]([CH2:11][C:12]([CH3:15])([CH3:14])[CH3:13])[C:6]=2[CH:5]=[CH:4][C:3]=1[O:16][CH2:17][C:18]1[CH:19]=[C:20](B(O)O)[CH:21]=[CH:22][CH:23]=1.Br[C:28]1[CH:29]=[C:30]([CH:34]=[C:35]([F:37])[CH:36]=1)[C:31]([OH:33])=[O:32].C(=O)([O-])[O-].[Cs+].[Cs+]. Product: [Br:1][C:2]1[C:10]2[N:9]=[N:8][N:7]([CH2:11][C:12]([CH3:15])([CH3:14])[CH3:13])[C:6]=2[CH:5]=[CH:4][C:3]=1[O:16][CH2:17][C:18]1[CH:19]=[C:20]([C:28]2[CH:36]=[C:35]([F:37])[CH:34]=[C:30]([C:31]([OH:33])=[O:32])[CH:29]=2)[CH:21]=[CH:22][CH:23]=1. The catalyst class is: 140. (4) Reactant: C([O:3][C:4](=[O:25])[CH2:5][N:6]1[CH2:9][C:8]2([CH2:13][CH2:12][CH2:11][N:10]2[C:14]([O:16][CH2:17][C:18]2[CH:23]=[CH:22][CH:21]=[CH:20][CH:19]=2)=[O:15])[C:7]1=[O:24])C.O.O[Li].O. Product: [CH2:17]([O:16][C:14]([N:10]1[CH2:11][CH2:12][CH2:13][C:8]21[C:7](=[O:24])[N:6]([CH2:5][C:4]([OH:25])=[O:3])[CH2:9]2)=[O:15])[C:18]1[CH:19]=[CH:20][CH:21]=[CH:22][CH:23]=1. The catalyst class is: 1.